The task is: Predict the reactants needed to synthesize the given product.. This data is from Full USPTO retrosynthesis dataset with 1.9M reactions from patents (1976-2016). (1) Given the product [CH2:1]([C:5]1[C:9]([CH2:10][O:11][C:12]2[N:17]=[N:16][C:15]([C:18]([NH2:24])=[O:19])=[CH:14][CH:13]=2)=[C:8]([CH3:21])[O:7][N:6]=1)[CH2:2][CH2:3][CH3:4], predict the reactants needed to synthesize it. The reactants are: [CH2:1]([C:5]1[C:9]([CH2:10][O:11][C:12]2[N:17]=[N:16][C:15]([C:18](O)=[O:19])=[CH:14][CH:13]=2)=[C:8]([CH3:21])[O:7][N:6]=1)[CH2:2][CH2:3][CH3:4].C(N1C=CN=C1)([N:24]1C=CN=C1)=O.[OH-].[NH4+]. (2) Given the product [OH:30][C:18]1[C:17]([CH2:16][CH:15]=[C:14]([CH3:31])[CH2:13][O:12][CH2:11][P:5](=[O:4])([OH:10])[OH:6])=[C:25]([O:26][CH3:27])[C:24]([CH3:28])=[C:23]2[C:19]=1[C:20](=[O:29])[O:21][CH2:22]2, predict the reactants needed to synthesize it. The reactants are: C([O:4][P:5]([CH2:11][O:12][CH2:13][C:14]([CH3:31])=[CH:15][CH2:16][C:17]1[C:18]([OH:30])=[C:19]2[C:23](=[C:24]([CH3:28])[C:25]=1[O:26][CH3:27])[CH2:22][O:21][C:20]2=[O:29])(=[O:10])[O:6]C(C)C)(C)C.N1C(C)=CC=CC=1C.C[Si](Br)(C)C. (3) Given the product [CH3:1][O:2][C:3]1[CH:4]=[C:5]([CH:6]=[CH:7][C:8]=1[O:9][CH2:25][CH2:24][C:14]1[N:15]=[C:16]([C:18]2[CH:23]=[CH:22][CH:21]=[CH:20][CH:19]=2)[O:17][C:13]=1[CH3:12])[CH:10]=[O:11], predict the reactants needed to synthesize it. The reactants are: [CH3:1][O:2][C:3]1[CH:4]=[C:5]([CH:10]=[O:11])[CH:6]=[CH:7][C:8]=1[OH:9].[CH3:12][C:13]1[O:17][C:16]([C:18]2[CH:23]=[CH:22][CH:21]=[CH:20][CH:19]=2)=[N:15][C:14]=1[CH2:24][CH2:25]OS(C)(=O)=O. (4) Given the product [OH:19][C@H:15]([C@@H:14]([OH:20])[C@H:9]([O:8][C@H:6]1[C@H:5]([OH:21])[C@@H:4]([OH:22])[C@@H:3]([OH:23])[C@@H:2]([CH2:1][OH:24])[O:7]1)[C@H:10]([OH:13])[CH2:11][OH:12])[C:16]([NH:25][C@@H:26]([CH3:27])[CH2:28][C:29]1[CH:34]=[CH:33][CH:32]=[CH:31][CH:30]=1)=[O:18], predict the reactants needed to synthesize it. The reactants are: [CH2:1]([OH:24])[C@H:2]1[O:7][C@@H:6]([O:8][C@@H:9]([C@H:14]([OH:20])[C@@H:15]([OH:19])[C:16]([OH:18])=O)[C@H:10]([OH:13])[CH2:11][OH:12])[C@H:5]([OH:21])[C@@H:4]([OH:22])[C@H:3]1[OH:23].[NH2:25][C@H:26]([CH2:28][C:29]1[CH:34]=[CH:33][CH:32]=[CH:31][CH:30]=1)[CH3:27].CN(C(ON1N=NC2C=CC=NC1=2)=[N+](C)C)C.F[P-](F)(F)(F)(F)F.CN1CCOCC1. (5) Given the product [CH:1]1([NH:6][C:7]2[C:12]([CH3:13])=[C:11]([CH3:14])[N:10]=[C:9]([NH:15][CH2:16][C:17]3[CH:22]=[CH:21][CH:20]=[CH:19][N:18]=3)[N:8]=2)[CH2:5][CH2:4][CH2:3][CH2:2][CH2:24][CH2:23]1, predict the reactants needed to synthesize it. The reactants are: [CH:1]1([NH:6][C:7]2[C:12]([CH3:13])=[C:11]([CH3:14])[N:10]=[C:9]([NH:15][CH2:16][C:17]3[CH:22]=[CH:21][CH:20]=[CH:19][N:18]=3)[N:8]=2)[CH2:5][CH2:4][CH2:3][CH2:2]1.[CH:23]1(N)CCCCC[CH2:24]1. (6) The reactants are: [C:1]([O:5][C:6]([N:8]1[CH2:13][CH2:12][CH:11]([NH2:14])[CH2:10][CH2:9]1)=[O:7])([CH3:4])([CH3:3])[CH3:2].[F:15][C:16]1[C:23]([F:24])=[C:22]([CH3:25])[CH:21]=[CH:20][C:17]=1[CH:18]=O.[BH4-].[Na+].C(O)(=O)C. Given the product [C:1]([O:5][C:6]([N:8]1[CH2:13][CH2:12][CH:11]([NH:14][CH2:25][C:22]2[CH:21]=[CH:20][C:17]([CH3:18])=[C:16]([F:15])[C:23]=2[F:24])[CH2:10][CH2:9]1)=[O:7])([CH3:4])([CH3:2])[CH3:3], predict the reactants needed to synthesize it.